Predict which catalyst facilitates the given reaction. From a dataset of Catalyst prediction with 721,799 reactions and 888 catalyst types from USPTO. (1) Reactant: [CH3:1][C:2]1[CH:10]=[C:9]([C:11]([NH:13][C:14]2[CH:19]=[CH:18][CH:17]=[C:16]([C:20]3[C:29]4[C:24](=[CH:25][C:26]([O:32][CH3:33])=[C:27]([O:30][CH3:31])[CH:28]=4)[N:23]=[C:22]([NH:34][CH3:35])[N:21]=3)[CH:15]=2)=[O:12])[CH:8]=[CH:7][C:3]=1[C:4]([OH:6])=[O:5]. Product: [OH2:5].[CH3:1][C:2]1[CH:10]=[C:9]([C:11]([NH:13][C:14]2[CH:19]=[CH:18][CH:17]=[C:16]([C:20]3[C:29]4[C:24](=[CH:25][C:26]([O:32][CH3:33])=[C:27]([O:30][CH3:31])[CH:28]=4)[N:23]=[C:22]([NH:34][CH3:35])[N:21]=3)[CH:15]=2)=[O:12])[CH:8]=[CH:7][C:3]=1[C:4]([OH:6])=[O:5]. The catalyst class is: 7. (2) Reactant: [C:1]([NH:4][C:5]1[CH:14]=[CH:13][C:12]2[C:7](=[CH:8][CH:9]=[CH:10][C:11]=2[N+:15]([O-])=O)[N:6]=1)(=[O:3])[CH3:2].[H][H]. Product: [C:1]([NH:4][C:5]1[CH:14]=[CH:13][C:12]2[C:7](=[CH:8][CH:9]=[CH:10][C:11]=2[NH2:15])[N:6]=1)(=[O:3])[CH3:2]. The catalyst class is: 407. (3) Reactant: [C:1]([O:12][CH3:13])(=[O:11])[C:2]1[CH:10]=[CH:9][C:5]([C:6]([O-:8])=O)=[CH:4][CH:3]=1.C(Cl)CCl.C1C=CC2N(O)N=NC=2C=1.[F:28][C:29]1[CH:35]=[CH:34][C:32]([NH2:33])=[CH:31][CH:30]=1. Product: [F:28][C:29]1[CH:35]=[CH:34][C:32]([NH:33][C:6]([C:5]2[CH:4]=[CH:3][C:2]([C:1]([O:12][CH3:13])=[O:11])=[CH:10][CH:9]=2)=[O:8])=[CH:31][CH:30]=1. The catalyst class is: 18. (4) Product: [CH3:34][N:29]1[C:28]2[N:27]([CH3:35])[C:26]3[CH:36]=[CH:37][CH:38]=[CH:39][C:25]=3[N:24]([C:22]([C:19]3[CH:20]=[CH:21][C:16]([CH2:15][CH2:14][C:13]([OH:41])=[O:12])=[C:17]([CH3:40])[CH:18]=3)=[O:23])[CH2:33][C:32]=2[CH:31]=[N:30]1. Reactant: FC(F)(F)C(O)=O.C([O:12][C:13](=[O:41])[CH2:14][CH2:15][C:16]1[CH:21]=[CH:20][C:19]([C:22]([N:24]2[CH2:33][C:32]3[CH:31]=[N:30][N:29]([CH3:34])[C:28]=3[N:27]([CH3:35])[C:26]3[CH:36]=[CH:37][CH:38]=[CH:39][C:25]2=3)=[O:23])=[CH:18][C:17]=1[CH3:40])(C)(C)C. The catalyst class is: 4. (5) Reactant: [CH3:1][N:2]1[CH:6]=[C:5]([N:7]2[C:19]3[C:18]4[CH:17]=[C:16]([C:20]5[CH:21]=[N:22][C:23]([CH2:29][OH:30])=[C:24]([NH:26][CH2:27][CH3:28])[CH:25]=5)[CH:15]=[CH:14][C:13]=4[N:12]=[CH:11][C:10]=3[N:9]([CH3:31])[C:8]2=[O:32])[C:4]([CH3:33])=[N:3]1.[H-].[Na+].I[CH3:37]. Product: [CH3:1][N:2]1[CH:6]=[C:5]([N:7]2[C:19]3[C:18]4[CH:17]=[C:16]([C:20]5[CH:21]=[N:22][C:23]([CH2:29][O:30][CH3:37])=[C:24]([NH:26][CH2:27][CH3:28])[CH:25]=5)[CH:15]=[CH:14][C:13]=4[N:12]=[CH:11][C:10]=3[N:9]([CH3:31])[C:8]2=[O:32])[C:4]([CH3:33])=[N:3]1. The catalyst class is: 3. (6) Reactant: [Cl:1][C:2]1[CH:16]=[CH:15][C:5]2[N:6]([CH2:11][CH2:12][CH2:13]Cl)[C:7](=[O:10])[CH2:8][O:9][C:4]=2[CH:3]=1.C([O-])([O-])=O.[K+].[K+].[Na+].[I-].[CH2:25]([CH:29]1[CH2:34][CH2:33][NH:32][CH2:31][CH2:30]1)[CH2:26][CH2:27][CH3:28]. Product: [CH2:25]([CH:29]1[CH2:34][CH2:33][N:32]([CH2:13][CH2:12][CH2:11][N:6]2[C:5]3[CH:15]=[CH:16][C:2]([Cl:1])=[CH:3][C:4]=3[O:9][CH2:8][C:7]2=[O:10])[CH2:31][CH2:30]1)[CH2:26][CH2:27][CH3:28]. The catalyst class is: 243. (7) The catalyst class is: 23. Reactant: [CH3:1][CH:2]([C:7](=[O:12])[NH:8][CH2:9][C:10]#[CH:11])[C:3]([O:5][CH3:6])=[O:4]. Product: [CH3:11][C:10]1[O:12][C:7]([CH:2]([CH3:1])[C:3]([O:5][CH3:6])=[O:4])=[N:8][CH:9]=1.